Dataset: Reaction yield outcomes from USPTO patents with 853,638 reactions. Task: Predict the reaction yield, written as a fraction of the theoretical maximum amount of product (1.0 means a 100% yield; for example, 0.34 means a 34% yield). The reactants are Br[CH2:2][C:3]([CH2:8]Br)([CH2:6]Br)[CH2:4][OH:5].[OH-].[K+].[C:12]1([CH3:22])[CH:17]=[CH:16][C:15]([S:18]([NH2:21])(=[O:20])=[O:19])=[CH:14][CH:13]=1. The catalyst is CCO. The product is [C:12]1([CH3:22])[CH:13]=[CH:14][C:15]([S:18]([N:21]2[CH2:8][C:3]3([CH2:6][O:5][CH2:4]3)[CH2:2]2)(=[O:19])=[O:20])=[CH:16][CH:17]=1. The yield is 0.630.